Predict which catalyst facilitates the given reaction. From a dataset of Catalyst prediction with 721,799 reactions and 888 catalyst types from USPTO. (1) Reactant: [CH2:1]([SH:19])/[CH:2]=[CH:3]/[CH2:4][CH2:5]/[CH:6]=[CH:7]\[CH2:8]/[CH:9]=[CH:10]\[CH2:11]/[CH:12]=[CH:13]\[CH2:14]/[CH:15]=[CH:16]\[CH2:17][CH3:18].C(=O)([O-])O.[Na+].Br[CH2:26][C:27](=[O:32])[C:28]([F:31])([F:30])[F:29]. Product: [F:29][C:28]([F:31])([F:30])[C:27](=[O:32])[CH2:26][S:19][CH2:1]/[CH:2]=[CH:3]/[CH2:4][CH2:5]/[CH:6]=[CH:7]\[CH2:8]/[CH:9]=[CH:10]\[CH2:11]/[CH:12]=[CH:13]\[CH2:14]/[CH:15]=[CH:16]\[CH2:17][CH3:18]. The catalyst class is: 40. (2) Reactant: C(OC(=O)[NH:7][C:8]1([CH2:14][NH:15][C:16]([C:18]2[C:19]([Cl:27])=[C:20]3[C:24](=[CH:25][CH:26]=2)[NH:23][CH:22]=[CH:21]3)=[O:17])[CH2:13][CH2:12][CH2:11][CH2:10][CH2:9]1)(C)(C)C.Cl.O1CCOCC1. Product: [ClH:27].[NH2:7][C:8]1([CH2:14][NH:15][C:16]([C:18]2[C:19]([Cl:27])=[C:20]3[C:24](=[CH:25][CH:26]=2)[NH:23][CH:22]=[CH:21]3)=[O:17])[CH2:9][CH2:10][CH2:11][CH2:12][CH2:13]1. The catalyst class is: 25. (3) Reactant: [CH:1]1([C:4]2[C:5]([O:13][CH:14]3[CH2:19][CH2:18][O:17][CH2:16][CH2:15]3)=[CH:6][C:7]([C:10]([OH:12])=O)=[N:8][CH:9]=2)[CH2:3][CH2:2]1.S(Cl)(Cl)=O.[C:24]([NH:30][NH2:31])(=[O:29])[C:25]([CH3:28])([CH3:27])[CH3:26].C(N(CC)CC)C.C([O-])(O)=O.[Na+]. Product: [CH:1]1([C:4]2[C:5]([O:13][CH:14]3[CH2:19][CH2:18][O:17][CH2:16][CH2:15]3)=[CH:6][C:7]([C:10]([NH:31][NH:30][C:24](=[O:29])[C:25]([CH3:28])([CH3:27])[CH3:26])=[O:12])=[N:8][CH:9]=2)[CH2:2][CH2:3]1. The catalyst class is: 756. (4) Reactant: [Cl:1][C:2]1[CH:10]=[CH:9][CH:8]=[C:7]2[C:3]=1[CH:4](O)[O:5][C:6]2=[O:11].[CH3:13][C:14]1[CH:19]=[C:18]([C:20]([F:29])([C:25]([F:28])([F:27])[F:26])[C:21]([F:24])([F:23])[F:22])[CH:17]=[CH:16][C:15]=1[NH2:30]. Product: [Cl:1][C:2]1[CH:10]=[CH:9][CH:8]=[C:7]2[C:3]=1[CH:4]([NH:30][C:15]1[CH:16]=[CH:17][C:18]([C:20]([F:29])([C:21]([F:22])([F:23])[F:24])[C:25]([F:26])([F:27])[F:28])=[CH:19][C:14]=1[CH3:13])[O:5][C:6]2=[O:11]. The catalyst class is: 5.